Task: Regression. Given a peptide amino acid sequence and an MHC pseudo amino acid sequence, predict their binding affinity value. This is MHC class I binding data.. Dataset: Peptide-MHC class I binding affinity with 185,985 pairs from IEDB/IMGT (1) The peptide sequence is TDYWQVTW. The MHC is Mamu-A11 with pseudo-sequence Mamu-A11. The binding affinity (normalized) is 0.00737. (2) The peptide sequence is SVYTTMFGGV. The MHC is HLA-A68:02 with pseudo-sequence HLA-A68:02. The binding affinity (normalized) is 0.791. (3) The peptide sequence is RHLIFSYAF. The MHC is Mamu-B17 with pseudo-sequence Mamu-B17. The binding affinity (normalized) is 0.459. (4) The peptide sequence is FVGRYCSPTT. The MHC is HLA-A02:01 with pseudo-sequence HLA-A02:01. The binding affinity (normalized) is 0.191.